From a dataset of Reaction yield outcomes from USPTO patents with 853,638 reactions. Predict the reaction yield, written as a fraction of the theoretical maximum amount of product (1.0 means a 100% yield; for example, 0.34 means a 34% yield). The reactants are C(N(CC)CC)C.[NH2:8][C:9]1[CH:10]=[C:11]([C:15]#[C:16][C:17]2[CH:18]=[N:19][C:20]([NH2:23])=[N:21][CH:22]=2)[CH:12]=[N:13][CH:14]=1.[C:24]([C:28]1[CH:32]=[C:31]([NH:33][C:34](=O)[O:35]C2C=CC=CC=2)[N:30]([CH3:43])[N:29]=1)([CH3:27])([CH3:26])[CH3:25]. The catalyst is O1CCOCC1. The product is [NH2:23][C:20]1[N:19]=[CH:18][C:17]([C:16]#[C:15][C:11]2[CH:10]=[C:9]([NH:8][C:34]([NH:33][C:31]3[N:30]([CH3:43])[N:29]=[C:28]([C:24]([CH3:27])([CH3:26])[CH3:25])[CH:32]=3)=[O:35])[CH:14]=[N:13][CH:12]=2)=[CH:22][N:21]=1. The yield is 0.230.